This data is from Experimentally validated miRNA-target interactions with 360,000+ pairs, plus equal number of negative samples. The task is: Binary Classification. Given a miRNA mature sequence and a target amino acid sequence, predict their likelihood of interaction. (1) The miRNA is hsa-miR-6507-3p with sequence CAAAGUCCUUCCUAUUUUUCCC. The protein sequence of the target gene is MTMLLDGGPQFPGLGVGSFGAPRHHEMPNREPAGMGLNPFGDSTHAAAAAAAAAAFKLSPATAHDLSSGQSSAFTPQGSGYANALGHHHHHHHHHHASQVPTYGGAASAAFNSTRDFLFRQRGSGLSEAASGGGQHGLFAGSASSLHAPAGIPEPPSYLLFPGLHEQGAGHPSPTGHVDNNQVHLGLRGELFGRADPYRPVASPRTDPYAASAQFPNYSPMNMNMGVNVAAHHGPGAFFRYMRQPIKQELSCKWIEEAQLSRPKKSCDRTFSTMHELVTHVTMEHVGGPEQNNHVCYWEE.... Result: 0 (no interaction). (2) The miRNA is hsa-miR-6808-3p with sequence GUGUGACCACCGUUCCUGCAG. The protein sequence of the target gene is MQSPAVLVTSRRLQNAHTGLDLTVPQHQEVRGKMMSGHVEYQILVVTRLAAFKSAKHRPEDVVQFLVSKKYSEIEEFYQKLSSRYAAASLPPLPRKVLFVGESDIRERRAVFNEILRCVSKDAELAGSPELLEFLGTRSPGAAGLTSRDSSVLDGTDSQTGNDEEAFDFFEEQDQVAEEGPPVQSLKGEDAEESLEEEEALDPLGIMRSKKPKKHPKVAVKAKPSPRLTIFDEEVDPDEGLFGPGRKLSPQDPSEDVSSVDPLKLFDDPDLGGAIPLGDSLLLPAACESGGPTPSLSHRD.... Result: 0 (no interaction). (3) The miRNA is hsa-miR-4489 with sequence UGGGGCUAGUGAUGCAGGACG. The protein sequence of the target gene is MGKQNSKLAPEVMEDLVKSTEFNEHELKQWYKGFLKDCPSGRLNLEEFQQLYVKFFPYGDASKFAQHAFRTFDKNGDGTIDFREFICALSITSRGSFEQKLNWAFNMYDLDGDGKITRVEMLEIIEAIYKMVGTVIMMKMNEDGLTPEQRVDKIFSKMDKNKDDQITLDEFKEAAKSDPSIVLLLQCDIQK. Result: 0 (no interaction). (4) The miRNA is mmu-miR-1933-3p with sequence CCAGGACCAUCAGUGUGACUAU. The protein sequence of the target gene is MSVSLVVIRLELAEHSPVPAGFGFSAAAGEMSDEEIKKTTLASAVACLEGKSPGEKVAIIHQHLGRREMTDVIIETMKSNPDELKTTVEERKSSEASPTAQRSKDHSKECINAAPDSPSKQLPDQISFFSGNPSVEIVHGIMHLYKTNKMTSLKEDVRRSAMLCILTVPAAMTSHDLMKFVAPFNEVIEQMKIIRDSTPNQYMVLIKFRAQADADSFYMTCNGRQFNSIEDDVCQLVYVERAEVLKSEDGASLPVMDLTELPKCTVCLERMDESVNGILTTLCNHSFHSQCLQRWDDTTC.... Result: 0 (no interaction). (5) The miRNA is mmu-miR-1953 with sequence UGGGAAAGUUCUCAGGCUUCUG. The protein sequence of the target gene is MNFQAGGGQSPQQQQQLAGGPPQQFALSNSAAIRAEIQRFESVHPNIYAIYDLIERIEDLALQNQIREHVISIEDSFVNSQEWTLSRSVPELKVGIVGNLSSGKSALVHRYLTGTYVQEESPEGGRFKKEIVVDGQSYLLLIRDEGGPPELQFAAWVDAVVFVFSLEDEISFQTVYNYFLRLCSFRNASEVPMVLVGTQDAISAANPRVIDDSRARKLSTDLKRCTYYETCATYGLNVERVFQDVAQKVVALRKKQQLAIGPCKSLPNSPSHSAVSAASIPAVHINQATNGGGSAFSDYS.... Result: 0 (no interaction). (6) The protein sequence of the target gene is MPSDLAKKKAAKKKEAAKARQRPRKGHEENGDVVTEPQVAEKNEANGRETTEVDLLTKELEDFEMKKAAARAVTGVLASHPNSTDVHIINLSLTFHGQELLSDTKLELNSGRRYGLIGLNGIGKSMLLSAIGKREVPIPEHIDIYHLTREMPPSDKTPLHCVMEVDTERAMLEKEAERLAHEDAECEKLMELYERLEELDADKAEMRASRILHGLGFTPAMQRKKLKDFSGGWRMRVALARALFIRPFMLLLDEPTNHLDLDACVWLEEELKTFKRILVLVSHSQDFLNGVCTNIIHMHN.... The miRNA is hsa-miR-200c-5p with sequence CGUCUUACCCAGCAGUGUUUGG. Result: 1 (interaction). (7) The miRNA is mmu-miR-292a-5p with sequence ACUCAAACUGGGGGCUCUUUUG. The protein sequence of the target gene is MDRVYEIPEEPNVVPISSLEEDVIRGPNPRFTFPFSILFSTFLYCGEAASALYMVRIYRKNNETFWMTYTFSFFMFSSIMVQLTLIFVHRDLAKDRPLSLFMHLILLGPVIRCLEAMIKYLTLWKKEGQEEPYVSLTRKKMLIAGQEVLIEWEVGHSIRTLAMHRNAYKRMSQIQAFLGSVPQLTYQLYVSLISAEVPLGRAVLMAFSLISVTYGATLCNMLAIQIKYDDYKIRLGPLEVLCITVWRTLEITSRLVILVLFSATLKLKAVPFLVLNFLIILFEPWVKFWRSGAQMPNNIE.... Result: 1 (interaction).